Dataset: Catalyst prediction with 721,799 reactions and 888 catalyst types from USPTO. Task: Predict which catalyst facilitates the given reaction. Reactant: [F:1][C:2]1[CH:3]=[C:4]([CH:8]=[CH:9][CH:10]=1)[C:5](O)=[O:6].C(N1C=CN=C1)(N1C=CN=C1)=O.[NH2:23][C:24]1[CH:25]=[C:26]([CH:30]2[C:39]([CH3:41])([CH3:40])[CH2:38][C:37]3[C:32](=[CH:33][CH:34]=[C:35]([C:42]([OH:44])=[O:43])[CH:36]=3)[NH:31]2)[CH:27]=[CH:28][CH:29]=1. Product: [F:1][C:2]1[CH:3]=[C:4]([CH:8]=[CH:9][CH:10]=1)[C:5]([NH:23][C:24]1[CH:25]=[C:26]([CH:30]2[C:39]([CH3:40])([CH3:41])[CH2:38][C:37]3[C:32](=[CH:33][CH:34]=[C:35]([C:42]([OH:44])=[O:43])[CH:36]=3)[NH:31]2)[CH:27]=[CH:28][CH:29]=1)=[O:6]. The catalyst class is: 9.